This data is from Peptide-MHC class I binding affinity with 185,985 pairs from IEDB/IMGT. The task is: Regression. Given a peptide amino acid sequence and an MHC pseudo amino acid sequence, predict their binding affinity value. This is MHC class I binding data. (1) The peptide sequence is FHAVNSVFF. The MHC is HLA-B15:09 with pseudo-sequence HLA-B15:09. The binding affinity (normalized) is 0.534. (2) The peptide sequence is PTGSENLKSLY. The MHC is Mamu-A02 with pseudo-sequence Mamu-A02. The binding affinity (normalized) is 0.208. (3) The peptide sequence is CPTLKKGFL. The MHC is HLA-A26:01 with pseudo-sequence HLA-A26:01. The binding affinity (normalized) is 0.0847. (4) The peptide sequence is TTQCLPDNGDY. The MHC is Mamu-A02 with pseudo-sequence Mamu-A02. The binding affinity (normalized) is 0.176. (5) The peptide sequence is YVLDHLIVV. The binding affinity (normalized) is 0.186. The MHC is HLA-B57:01 with pseudo-sequence HLA-B57:01. (6) The peptide sequence is GRIPVSDIF. The MHC is HLA-A26:01 with pseudo-sequence HLA-A26:01. The binding affinity (normalized) is 0.0847. (7) The peptide sequence is WPTKWKLQK. The MHC is Mamu-B8301 with pseudo-sequence Mamu-B8301. The binding affinity (normalized) is 0.405. (8) The peptide sequence is LLDDGWAGE. The MHC is HLA-A80:01 with pseudo-sequence HLA-A80:01. The binding affinity (normalized) is 0.0847. (9) The peptide sequence is FQESFYEDI. The MHC is HLA-A01:01 with pseudo-sequence HLA-A01:01. The binding affinity (normalized) is 0.